Dataset: Full USPTO retrosynthesis dataset with 1.9M reactions from patents (1976-2016). Task: Predict the reactants needed to synthesize the given product. (1) Given the product [CH3:20][O:19][C:9]1[CH:10]=[C:11]([CH2:16][CH2:17][S:18][CH2:37][O:38][CH3:39])[C:12]([O:14][CH3:15])=[CH:13][C:8]=1[CH2:7][C@H:6]([NH:5][C:3](=[O:4])[C:2]([F:22])([F:23])[F:1])[CH3:21], predict the reactants needed to synthesize it. The reactants are: [F:1][C:2]([F:23])([F:22])[C:3]([NH:5][C@H:6]([CH3:21])[CH2:7][C:8]1[CH:13]=[C:12]([O:14][CH3:15])[C:11]([CH2:16][CH2:17][SH:18])=[CH:10][C:9]=1[O:19][CH3:20])=[O:4].[Br-].[Li+].C1(C)C=CC(S(O)(=O)=O)=CC=1.[CH3:37][O:38][CH2:39]OC. (2) Given the product [Br:1][C:2]1[CH:13]=[CH:12][CH:11]=[CH:10][C:3]=1[CH2:4][CH2:5][S:6]([Cl:17])(=[O:8])=[O:7], predict the reactants needed to synthesize it. The reactants are: [Br:1][C:2]1[CH:13]=[CH:12][CH:11]=[CH:10][C:3]=1[CH2:4][CH2:5][S:6]([O-])(=[O:8])=[O:7].[Na+].S(Cl)([Cl:17])=O.CN(C)C=O. (3) Given the product [NH2:24][C:21]1[CH:22]=[CH:23][C:18]([O:17][C:12]2[CH:13]=[CH:14][C:15]3[C:16]4[N:4]([CH2:3][CH:2]([CH3:31])[CH3:1])[C:5]([CH2:28][CH2:29][CH3:30])=[N:6][C:7]=4[C:8]([NH2:27])=[N:9][C:10]=3[CH:11]=2)=[CH:19][CH:20]=1, predict the reactants needed to synthesize it. The reactants are: [CH3:1][CH:2]([CH3:31])[CH2:3][N:4]1[C:16]2[C:15]3[CH:14]=[CH:13][C:12]([O:17][C:18]4[CH:23]=[CH:22][C:21]([N+:24]([O-])=O)=[CH:20][CH:19]=4)=[CH:11][C:10]=3[N:9]=[C:8]([NH2:27])[C:7]=2[N:6]=[C:5]1[CH2:28][CH2:29][CH3:30].ClCCl.[BH4-].[Na+]. (4) Given the product [NH2:4][C:5]1[C:14]2[C:9](=[N:10][C:11]([C:22]3[CH:27]=[CH:26][C:25]([Cl:28])=[CH:24][C:23]=3[Cl:29])=[C:12]([C:15]3[CH:16]=[CH:17][C:18]([Cl:21])=[CH:19][CH:20]=3)[CH:13]=2)[N:8]([CH3:30])[C:7](=[O:31])[C:6]=1[C:32]([NH2:36])=[O:34], predict the reactants needed to synthesize it. The reactants are: C([NH:4][C:5]1[C:14]2[C:9](=[N:10][C:11]([C:22]3[CH:27]=[CH:26][C:25]([Cl:28])=[CH:24][C:23]=3[Cl:29])=[C:12]([C:15]3[CH:20]=[CH:19][C:18]([Cl:21])=[CH:17][CH:16]=3)[CH:13]=2)[N:8]([CH3:30])[C:7](=[O:31])[C:6]=1[C:32]([O:34]C)=O)(=O)C.[NH3:36]. (5) Given the product [C:1]([C:5]1[CH:6]=[CH:7][C:8](=[NH:11])[N:9]([CH2:23][C@H:24]2[CH2:28][CH2:27][CH2:26][O:25]2)[CH:10]=1)([CH3:4])([CH3:2])[CH3:3], predict the reactants needed to synthesize it. The reactants are: [C:1]([C:5]1[CH:6]=[CH:7][C:8]([NH2:11])=[N:9][CH:10]=1)([CH3:4])([CH3:3])[CH3:2].CC1C=CC(S(O[CH2:23][C@H:24]2[CH2:28][CH2:27][CH2:26][O:25]2)(=O)=O)=CC=1. (6) The reactants are: [Cl:1][C:2]1[CH:7]=[CH:6][C:5]([OH:8])=[CH:4][C:3]=1[CH3:9].[C:10](Cl)(=[O:13])[CH2:11][CH3:12].[Cl-].[Cl-].[Cl-].[Al+3]. Given the product [Cl:1][C:2]1[C:3]([CH3:9])=[CH:4][C:5]([OH:8])=[C:6]([C:10](=[O:13])[CH2:11][CH3:12])[CH:7]=1, predict the reactants needed to synthesize it. (7) The reactants are: [CH3:1][C:2]1[N:3]=[C:4]([NH2:8])[S:5][C:6]=1[CH3:7].[Br:9][CH2:10][CH2:11][O:12][CH2:13][CH2:14][O:15][CH3:16]. Given the product [BrH:9].[CH3:16][O:15][CH2:14][CH2:13][O:12][CH2:11][CH2:10][N:3]1[C:2]([CH3:1])=[C:6]([CH3:7])[S:5][C:4]1=[NH:8], predict the reactants needed to synthesize it. (8) Given the product [CH3:23][O:24][C:25](=[O:29])[CH:26]([O:22][C:5]1[CH:4]=[CH:3][C:2]([Cl:1])=[C:11]2[C:6]=1[C:7]([CH3:21])=[C:8]([CH2:13][C:14]1[CH:19]=[CH:18][C:17]([Cl:20])=[CH:16][CH:15]=1)[C:9](=[O:12])[NH:10]2)[CH3:27], predict the reactants needed to synthesize it. The reactants are: [Cl:1][C:2]1[CH:3]=[CH:4][C:5]([OH:22])=[C:6]2[C:11]=1[NH:10][C:9](=[O:12])[C:8]([CH2:13][C:14]1[CH:19]=[CH:18][C:17]([Cl:20])=[CH:16][CH:15]=1)=[C:7]2[CH3:21].[CH3:23][O:24][C:25](=[O:29])[CH:26](Br)[CH3:27].